From a dataset of Forward reaction prediction with 1.9M reactions from USPTO patents (1976-2016). Predict the product of the given reaction. (1) Given the reactants [NH2:1][CH:2]1[CH2:6][N:5]([C:7]2[C:11]3[CH:12]=[N:13][C:14](Cl)=[CH:15][C:10]=3[N:9]([CH:17]([CH3:19])[CH3:18])[N:8]=2)[C:4](=[O:20])[CH2:3]1.[NH2:21][C:22]1[CH:27]=[CH:26][N:25]=[C:24]([N:28]2[CH2:33][CH2:32][C:31]([CH3:35])([OH:34])[CH2:30][CH2:29]2)[N:23]=1.C1(P(C2CCCCC2)C2C(OC)=CC=C(OC)C=2C2C(C(C)C)=CC(C(C)C)=CC=2C(C)C)CCCCC1.C(=O)([O-])[O-].[Cs+].[Cs+], predict the reaction product. The product is: [NH2:1][CH:2]1[CH2:6][N:5]([C:7]2[C:11]3[CH:12]=[N:13][C:14]([NH:21][C:22]4[CH:27]=[CH:26][N:25]=[C:24]([N:28]5[CH2:29][CH2:30][C:31]([OH:34])([CH3:35])[CH2:32][CH2:33]5)[N:23]=4)=[CH:15][C:10]=3[N:9]([CH:17]([CH3:19])[CH3:18])[N:8]=2)[C:4](=[O:20])[CH2:3]1. (2) Given the reactants [CH3:1][C:2]1[CH:6]=[C:5]([CH3:7])[NH:4][C:3]=1[C:8](=[C:12]1[C:20]2[C:15](=[CH:16][CH:17]=[CH:18][CH:19]=2)[NH:14][C:13]1=[O:21])[C:9](O)=[O:10].[CH2:22]([N:24]([CH2:28][CH3:29])[CH2:25][CH2:26][NH2:27])[CH3:23], predict the reaction product. The product is: [CH2:22]([N:24]([CH2:28][CH3:29])[CH2:25][CH2:26][NH:27][C:9](=[O:10])[C:8]([C:3]1[NH:4][C:5]([CH3:7])=[CH:6][C:2]=1[CH3:1])=[C:12]1[C:20]2[C:15](=[CH:16][CH:17]=[CH:18][CH:19]=2)[NH:14][C:13]1=[O:21])[CH3:23]. (3) Given the reactants [NH2:1][C:2]1[CH:3]=[C:4]([S:10]([N:13]([CH3:20])[C:14]2[CH:19]=[CH:18][CH:17]=[CH:16][CH:15]=2)(=[O:12])=[O:11])[CH:5]=[CH:6][C:7]=1[NH:8][CH3:9].C(N(CC)CC)C.[Cl:28][CH2:29][CH2:30][C:31](Cl)=[O:32].O, predict the reaction product. The product is: [Cl:28][CH2:29][CH2:30][C:31]([NH:1][C:2]1[CH:3]=[C:4]([S:10](=[O:12])(=[O:11])[N:13]([CH3:20])[C:14]2[CH:15]=[CH:16][CH:17]=[CH:18][CH:19]=2)[CH:5]=[CH:6][C:7]=1[NH:8][CH3:9])=[O:32]. (4) Given the reactants [F:1][C:2]([F:13])([F:12])[C:3]1[N:8]=[CH:7][C:6]([C:9](O)=[O:10])=[CH:5][CH:4]=1.Cl.[CH3:15][NH:16][O:17][CH3:18].CCN(C(C)C)C(C)C.F[P-](F)(F)(F)(F)F.N1(O[P+](N(C)C)(N(C)C)N(C)C)C2C=CC=CC=2N=N1, predict the reaction product. The product is: [CH3:18][O:17][N:16]([CH3:15])[C:9]([C:6]1[CH:7]=[N:8][C:3]([C:2]([F:13])([F:12])[F:1])=[CH:4][CH:5]=1)=[O:10]. (5) Given the reactants [CH3:1][O:2][C:3](=[O:12])[C:4]1[CH:9]=[CH:8][C:7]([Br:10])=[C:6]([CH3:11])[CH:5]=1.[N+:13]([O-])([O-:15])=[O:14].[K+].CCOC(C)=O, predict the reaction product. The product is: [CH3:1][O:2][C:3](=[O:12])[C:4]1[CH:5]=[C:6]([CH3:11])[C:7]([Br:10])=[C:8]([N+:13]([O-:15])=[O:14])[CH:9]=1. (6) Given the reactants [NH2:1][C:2]1[C:11]([C:12]2[CH:17]=[CH:16][C:15]([C:18]([O:20][CH:21]([CH3:23])[CH3:22])=[O:19])=[CH:14][CH:13]=2)=[N:10][C:9]([Br:24])=[CH:8][C:3]=1[C:4]([O:6][CH3:7])=[O:5].N([O-])=O.[Na+].[N-:29]=[N+:30]=[N-].[Na+].CCOCC, predict the reaction product. The product is: [N:1]([C:2]1[C:11]([C:12]2[CH:17]=[CH:16][C:15]([C:18]([O:20][CH:21]([CH3:22])[CH3:23])=[O:19])=[CH:14][CH:13]=2)=[N:10][C:9]([Br:24])=[CH:8][C:3]=1[C:4]([O:6][CH3:7])=[O:5])=[N+:29]=[N-:30]. (7) Given the reactants C[O:2][C:3]([C:5]1[CH:10]=[C:9]([Br:11])[C:8](=[O:12])[N:7]([CH2:13][C:14]2[CH:19]=[CH:18][C:17]([C:20]#[N:21])=[CH:16][CH:15]=2)[C:6]=1[CH2:22][N:23]([CH2:34][C:35]([O:37][CH3:38])=[O:36])S(C1C=CC(C)=CC=1)(=O)=O)=O.C[O-].[Na+].Cl, predict the reaction product. The product is: [CH3:38][O:37][C:35]([C:34]1[C:3]([OH:2])=[C:5]2[C:6](=[CH:22][N:23]=1)[N:7]([CH2:13][C:14]1[CH:15]=[CH:16][C:17]([C:20]#[N:21])=[CH:18][CH:19]=1)[C:8](=[O:12])[C:9]([Br:11])=[CH:10]2)=[O:36].